From a dataset of Full USPTO retrosynthesis dataset with 1.9M reactions from patents (1976-2016). Predict the reactants needed to synthesize the given product. (1) Given the product [Br:1][C:2]1[CH:3]=[C:4]([C:8]2([C:15]3[CH:16]=[CH:17][C:18]([O:21][CH3:22])=[CH:19][CH:20]=3)[C:12]3=[N:27][CH2:26][CH2:25][CH2:24][N:23]3[C:10](=[S:14])[NH:9]2)[CH:5]=[CH:6][CH:7]=1, predict the reactants needed to synthesize it. The reactants are: [Br:1][C:2]1[CH:3]=[C:4]([C:8]2([C:15]3[CH:20]=[CH:19][C:18]([O:21][CH3:22])=[CH:17][CH:16]=3)[C:12](=S)S[C:10](=[S:14])[NH:9]2)[CH:5]=[CH:6][CH:7]=1.[NH2:23][CH2:24][CH2:25][CH2:26][NH2:27]. (2) Given the product [C:33]([O:32][C:30](=[O:31])[NH:11][CH:12]([CH2:13][C:43]1[C:41]2[C:40](=[CH:2][CH:1]=[CH:3][CH:4]=2)[NH:39][CH:42]=1)[C:20](=[O:21])[NH:8][CH2:7][C:6]1[CH:9]=[CH:10][C:3]([CH:1]=[CH2:2])=[CH:4][CH:5]=1)([CH3:34])([CH3:36])[CH3:35], predict the reactants needed to synthesize it. The reactants are: [CH:1]([C:3]1[CH:10]=[CH:9][C:6]([CH2:7][NH2:8])=[CH:5][CH:4]=1)=[CH2:2].[NH:11]([C:30]([O:32][C:33]([CH3:36])([CH3:35])[CH3:34])=[O:31])[C@H:12]([C:20](ON1C(=O)CCC1=O)=[O:21])[CH2:13]C1C=CC=CC=1.C([N:39]([CH2:42][CH3:43])[CH2:40][CH3:41])C. (3) Given the product [NH:1]1[CH:5]=[CH:4][C:3]([NH:6][C:7]([NH2:9])=[S:8])=[N:2]1, predict the reactants needed to synthesize it. The reactants are: [NH:1]1[CH:5]=[CH:4][C:3]([NH:6][C:7]([NH:9]C(=O)C2C=CC=CC=2)=[S:8])=[N:2]1. (4) Given the product [C:32]1([C:36]2[CH:41]=[CH:40][CH:39]=[CH:38][CH:37]=2)[CH:33]=[CH:34][CH:35]=[C:30]([C:26]2[O:27][C:28]([CH3:29])=[C:24]([CH2:23][CH2:22][O:21][C:18]3[CH:19]=[CH:20][C:15]([O:14][C:5]([CH3:13])([CH2:6][C:7]4[CH:8]=[CH:9][CH:10]=[CH:11][CH:12]=4)[C:4]([OH:42])=[O:3])=[CH:16][CH:17]=3)[N:25]=2)[CH:31]=1, predict the reactants needed to synthesize it. The reactants are: C([O:3][C:4](=[O:42])[C:5]([O:14][C:15]1[CH:20]=[CH:19][C:18]([O:21][CH2:22][CH2:23][C:24]2[N:25]=[C:26]([C:30]3[CH:31]=[C:32]([C:36]4[CH:41]=[CH:40][CH:39]=[CH:38][CH:37]=4)[CH:33]=[CH:34][CH:35]=3)[O:27][C:28]=2[CH3:29])=[CH:17][CH:16]=1)([CH3:13])[CH2:6][C:7]1[CH:12]=[CH:11][CH:10]=[CH:9][CH:8]=1)C.[OH-].[Na+].